From a dataset of Catalyst prediction with 721,799 reactions and 888 catalyst types from USPTO. Predict which catalyst facilitates the given reaction. (1) Reactant: [Br:1][C:2]1[CH:3]=[C:4]2[C:7](=[CH:8][CH:9]=1)[C:6]([C:11]1[CH:16]=[CH:15][CH:14]=[CH:13][CH:12]=1)(O)[CH2:5]2.C([SiH](CC)CC)C.FC(F)(F)C(O)=O. Product: [Br:1][C:2]1[CH:3]=[C:4]2[C:7](=[CH:8][CH:9]=1)[CH:6]([C:11]1[CH:12]=[CH:13][CH:14]=[CH:15][CH:16]=1)[CH2:5]2. The catalyst class is: 81. (2) Reactant: [Cl:1][C:2]1[CH:7]=[CH:6][C:5]([C:8]2[CH:9]=[C:10]([NH2:20])[CH:11]=[N:12][C:13]=2[O:14][CH2:15][C:16]([F:19])([F:18])[F:17])=[CH:4][CH:3]=1.[CH3:21][O:22][CH:23]([CH3:27])[C:24](O)=[O:25]. Product: [Cl:1][C:2]1[CH:3]=[CH:4][C:5]([C:8]2[CH:9]=[C:10]([NH:20][C:24](=[O:25])[CH:23]([O:22][CH3:21])[CH3:27])[CH:11]=[N:12][C:13]=2[O:14][CH2:15][C:16]([F:17])([F:18])[F:19])=[CH:6][CH:7]=1. The catalyst class is: 5. (3) Reactant: [CH2:1]([O:8][C:9]1[CH:14]=[CH:13][C:12]([C:15]([F:18])([F:17])[F:16])=[CH:11][C:10]=1B(O)O)[C:2]1[CH:7]=[CH:6][CH:5]=[CH:4][CH:3]=1.C(=O)([O-])[O-].[Cs+].[Cs+].Br.Br[C:30]1[CH:35]=[CH:34][N:33]=[N:32][CH:31]=1. Product: [CH2:1]([O:8][C:9]1[CH:14]=[CH:13][C:12]([C:15]([F:18])([F:17])[F:16])=[CH:11][C:10]=1[C:30]1[CH:35]=[CH:34][N:33]=[N:32][CH:31]=1)[C:2]1[CH:7]=[CH:6][CH:5]=[CH:4][CH:3]=1. The catalyst class is: 38. (4) Reactant: [Br:1][C:2]1[CH:3]=[N:4][CH:5]=[C:6]([CH:8]=[O:9])[CH:7]=1.[CH:10]1([Mg]Br)[CH2:12][CH2:11]1. Product: [Br:1][C:2]1[CH:7]=[C:6]([CH:8]([CH:10]2[CH2:12][CH2:11]2)[OH:9])[CH:5]=[N:4][CH:3]=1. The catalyst class is: 1. (5) Reactant: [CH3:1][O:2][C:3](=[O:17])[CH:4]([NH2:16])[CH2:5][C:6]1[CH:11]=[CH:10][C:9]([CH2:12][CH3:13])=[C:8]([CH2:14][CH3:15])[CH:7]=1.[NH:18]1[CH2:23][CH2:22][CH:21]([N:24]2[CH2:30][CH2:29][C:28]3[CH:31]=[CH:32][CH:33]=[CH:34][C:27]=3[NH:26][C:25]2=[O:35])[CH2:20][CH2:19]1.C1C[O:39][CH2:38]C1. Product: [CH3:1][O:2][C:3](=[O:17])[CH:4]([NH:16][C:38]([N:18]1[CH2:19][CH2:20][CH:21]([N:24]2[CH2:30][CH2:29][C:28]3[CH:31]=[CH:32][CH:33]=[CH:34][C:27]=3[NH:26][C:25]2=[O:35])[CH2:22][CH2:23]1)=[O:39])[CH2:5][C:6]1[CH:11]=[CH:10][C:9]([CH2:12][CH3:13])=[C:8]([CH2:14][CH3:15])[CH:7]=1. The catalyst class is: 389. (6) Reactant: [C:1]([O:5][C:6]([N:8]([CH2:22][CH:23]1[CH2:25][CH2:24]1)[C@@H:9]1[CH2:11][C@H:10]1[C:12]1[CH:21]=[CH:20][C:15]([C:16]([O:18]C)=[O:17])=[CH:14][CH:13]=1)=[O:7])([CH3:4])([CH3:3])[CH3:2].[OH-].[Na+]. Product: [C:1]([O:5][C:6]([N:8]([CH2:22][CH:23]1[CH2:24][CH2:25]1)[C@@H:9]1[CH2:11][C@H:10]1[C:12]1[CH:13]=[CH:14][C:15]([C:16]([OH:18])=[O:17])=[CH:20][CH:21]=1)=[O:7])([CH3:4])([CH3:2])[CH3:3]. The catalyst class is: 5. (7) Reactant: [N+:1]([C:4]1[CH:9]=[CH:8][C:7]([N:10]2[C:14]([CH2:15]O)=[CH:13][C:12]([C:17]([F:20])([F:19])[F:18])=[N:11]2)=[CH:6][CH:5]=1)([O-:3])=[O:2].C(N(S(F)(F)[F:27])CC)C. Product: [F:27][CH2:15][C:14]1[N:10]([C:7]2[CH:8]=[CH:9][C:4]([N+:1]([O-:3])=[O:2])=[CH:5][CH:6]=2)[N:11]=[C:12]([C:17]([F:20])([F:19])[F:18])[CH:13]=1. The catalyst class is: 2. (8) Reactant: [NH:1]1[C:9]2[C:4](=[CH:5][CH:6]=[CH:7][CH:8]=2)[C:3](=[N:10][OH:11])[C:2]1=[O:12].[H-].[Na+].Br[CH2:16][CH2:17][CH2:18][CH2:19][CH3:20]. Product: [CH2:16]([O:11][N:10]=[C:3]1[C:4]2[C:9](=[CH:8][CH:7]=[CH:6][CH:5]=2)[N:1]([CH2:2][CH2:3][CH2:4][CH2:5][CH3:6])[C:2]1=[O:12])[CH2:17][CH2:18][CH2:19][CH3:20]. The catalyst class is: 3. (9) Reactant: [Li+].[OH-].[Br:3][C:4]1[CH:5]=[C:6]([NH:12][C:13]2[CH:22]=[C:21]([O:23][CH3:24])[CH:20]=[CH:19][C:14]=2[C:15]([O:17]C)=[O:16])[CH:7]=[CH:8][C:9]=1[O:10][CH3:11]. Product: [Br:3][C:4]1[CH:5]=[C:6]([NH:12][C:13]2[CH:22]=[C:21]([O:23][CH3:24])[CH:20]=[CH:19][C:14]=2[C:15]([OH:17])=[O:16])[CH:7]=[CH:8][C:9]=1[O:10][CH3:11]. The catalyst class is: 12.